The task is: Binary Classification. Given a drug SMILES string, predict its activity (active/inactive) in a high-throughput screening assay against a specified biological target.. This data is from M1 muscarinic receptor antagonist screen with 61,756 compounds. (1) The drug is O=C(c1ccc(N2CCCC2)cc1)c1ccccc1. The result is 0 (inactive). (2) The molecule is O=C(NC1CCN(CC1)CCC)CC#N. The result is 0 (inactive).